Dataset: Full USPTO retrosynthesis dataset with 1.9M reactions from patents (1976-2016). Task: Predict the reactants needed to synthesize the given product. (1) Given the product [CH2:1]([N:8]([CH2:21][C:22]1[CH:27]=[CH:26][C:25]([C:28]2[CH:33]=[CH:32][C:31]([O:34][CH2:37][C:38]#[N:39])=[C:30]([Br:35])[CH:29]=2)=[CH:24][CH:23]=1)[C:9]([C:11]1[C:19]2[C:14](=[CH:15][CH:16]=[CH:17][CH:18]=2)[N:13]([CH3:20])[CH:12]=1)=[O:10])[C:2]1[CH:3]=[CH:4][CH:5]=[CH:6][CH:7]=1, predict the reactants needed to synthesize it. The reactants are: [CH2:1]([N:8]([CH2:21][C:22]1[CH:27]=[CH:26][C:25]([C:28]2[CH:33]=[CH:32][C:31]([OH:34])=[C:30]([Br:35])[CH:29]=2)=[CH:24][CH:23]=1)[C:9]([C:11]1[C:19]2[C:14](=[CH:15][CH:16]=[CH:17][CH:18]=2)[N:13]([CH3:20])[CH:12]=1)=[O:10])[C:2]1[CH:7]=[CH:6][CH:5]=[CH:4][CH:3]=1.Br[CH2:37][C:38]#[N:39].C(=O)([O-])[O-].[K+].[K+]. (2) Given the product [Cl:1][C:2]1[CH:3]=[C:4]([N:13]([CH3:20])[CH:14]2[CH2:19][CH2:18][O:17][CH2:16][CH2:15]2)[C:5]([O:11][CH3:12])=[C:6]([CH:10]=1)[C:7]([NH:54][CH2:55][C:56]1[C:57](=[O:64])[NH:58][C:59]([CH3:63])=[CH:60][C:61]=1[CH3:62])=[O:9], predict the reactants needed to synthesize it. The reactants are: [Cl:1][C:2]1[CH:3]=[C:4]([N:13]([CH3:20])[CH:14]2[CH2:19][CH2:18][O:17][CH2:16][CH2:15]2)[C:5]([O:11][CH3:12])=[C:6]([CH:10]=1)[C:7]([OH:9])=O.CN(C(ON1N=NC2C=CC=CC1=2)=[N+](C)C)C.F[P-](F)(F)(F)(F)F.C(N(C(C)C)C(C)C)C.[NH2:54][CH2:55][C:56]1[C:57](=[O:64])[NH:58][C:59]([CH3:63])=[CH:60][C:61]=1[CH3:62].